Task: Predict the product of the given reaction.. Dataset: Forward reaction prediction with 1.9M reactions from USPTO patents (1976-2016) (1) Given the reactants [Si:1]([O:8][C@@H:9]1[C@@H:14]([CH3:15])[CH2:13][N:12]([C:16]2[CH:21]=[CH:20][N:19]=[CH:18][C:17]=2[N+:22]([O-])=O)[CH2:11][C@H:10]1[NH:25][C:26](=[O:32])[O:27][C:28]([CH3:31])([CH3:30])[CH3:29])([C:4]([CH3:7])([CH3:6])[CH3:5])([CH3:3])[CH3:2].CC(O)=O, predict the reaction product. The product is: [NH2:22][C:17]1[CH:18]=[N:19][CH:20]=[CH:21][C:16]=1[N:12]1[CH2:13][C@H:14]([CH3:15])[C@@H:9]([O:8][Si:1]([C:4]([CH3:7])([CH3:6])[CH3:5])([CH3:3])[CH3:2])[C@H:10]([NH:25][C:26](=[O:32])[O:27][C:28]([CH3:31])([CH3:30])[CH3:29])[CH2:11]1. (2) Given the reactants C(NC(C)C)(C)C.[Li]CCCC.[Li+].CC([N-]C(C)C)C.[Br:21][C:22]1[CH:27]=[CH:26][CH:25]=[C:24]([CH3:28])[N:23]=1.[CH3:29][N:30]1[CH:34]=[C:33]([CH:35]=[O:36])[CH:32]=[N:31]1.[NH4+].[Cl-], predict the reaction product. The product is: [Br:21][C:22]1[N:23]=[C:24]([CH2:28][CH:35]([C:33]2[CH:32]=[N:31][N:30]([CH3:29])[CH:34]=2)[OH:36])[CH:25]=[CH:26][CH:27]=1.